The task is: Predict the reactants needed to synthesize the given product.. This data is from Full USPTO retrosynthesis dataset with 1.9M reactions from patents (1976-2016). (1) Given the product [NH2:11][C:5]1[C:4]([F:9])=[CH:3][C:2]([Cl:1])=[CH:7][N:6]=1, predict the reactants needed to synthesize it. The reactants are: [Cl:1][C:2]1[CH:3]=[C:4]([F:9])[C:5](F)=[N:6][CH:7]=1.[OH-].[NH4+:11]. (2) Given the product [F:1][C:2]1[CH:3]=[C:4]([CH:37]=[CH:38][CH:39]=1)[O:5][CH:6]([CH2:12][C:13]1[CH:18]=[CH:17][C:16]([O:19][CH2:20][CH2:21][NH:22][C:23](=[O:36])[C:24]2[CH:29]=[CH:28][C:27]([C:30]3[CH:35]=[CH:34][CH:33]=[CH:32][N:31]=3)=[CH:26][CH:25]=2)=[CH:15][CH:14]=1)[C:7]([OH:9])=[O:8], predict the reactants needed to synthesize it. The reactants are: [F:1][C:2]1[CH:3]=[C:4]([CH:37]=[CH:38][CH:39]=1)[O:5][CH:6]([CH2:12][C:13]1[CH:18]=[CH:17][C:16]([O:19][CH2:20][CH2:21][NH:22][C:23](=[O:36])[C:24]2[CH:29]=[CH:28][C:27]([C:30]3[CH:35]=[CH:34][CH:33]=[CH:32][N:31]=3)=[CH:26][CH:25]=2)=[CH:15][CH:14]=1)[C:7]([O:9]CC)=[O:8].[OH-].[Na+]. (3) Given the product [CH2:1]([C:3]1[N:7]([C:8]2[N:16]=[C:15]3[C:11]([N:12]=[C:13]([CH2:18][N:37]4[CH2:38][CH:35]([N:33]5[CH2:34][C:31]([CH3:30])([OH:39])[CH2:32]5)[CH2:36]4)[N:14]3[CH3:17])=[C:10]([N:20]3[CH2:21][CH2:22][O:23][CH2:24][CH2:25]3)[N:9]=2)[C:6]2[CH:26]=[CH:27][CH:28]=[CH:29][C:5]=2[N:4]=1)[CH3:2], predict the reactants needed to synthesize it. The reactants are: [CH2:1]([C:3]1[N:7]([C:8]2[N:16]=[C:15]3[C:11]([N:12]=[C:13]([CH:18]=O)[N:14]3[CH3:17])=[C:10]([N:20]3[CH2:25][CH2:24][O:23][CH2:22][CH2:21]3)[N:9]=2)[C:6]2[CH:26]=[CH:27][CH:28]=[CH:29][C:5]=2[N:4]=1)[CH3:2].[CH3:30][C:31]1([OH:39])[CH2:34][N:33]([CH:35]2[CH2:38][NH:37][CH2:36]2)[CH2:32]1.C(O[BH-](OC(=O)C)OC(=O)C)(=O)C.[Na+]. (4) Given the product [C:24]([O:28][C:29](=[O:30])[NH:31][CH2:32][C:33]([NH:1][C@H:2]1[CH2:3][CH2:4][C@@H:5]([NH:8][C:9]([C:10]2[CH:11]=[N:12][C:13]([C:16]3[CH:21]=[CH:20][CH:19]=[C:18]([F:22])[CH:17]=3)=[CH:14][CH:15]=2)=[O:23])[CH2:6][CH2:7]1)=[O:34])([CH3:27])([CH3:25])[CH3:26], predict the reactants needed to synthesize it. The reactants are: [NH2:1][C@@H:2]1[CH2:7][CH2:6][C@H:5]([NH:8][C:9](=[O:23])[C:10]2[CH:15]=[CH:14][C:13]([C:16]3[CH:21]=[CH:20][CH:19]=[C:18]([F:22])[CH:17]=3)=[N:12][CH:11]=2)[CH2:4][CH2:3]1.[C:24]([O:28][C:29]([NH:31][CH2:32][C:33](O)=[O:34])=[O:30])([CH3:27])([CH3:26])[CH3:25].C1C=NC2N(O)N=NC=2C=1.C(Cl)CCl.C(=O)([O-])O.[Na+].